Dataset: B-cell epitopes from IEDB database with 3,159 antigens for binding position prediction. Task: Token-level Classification. Given an antigen amino acid sequence, predict which amino acid positions are active epitope sites capable of antibody binding. Output is a list of indices for active positions. (1) Given the antigen sequence: VIGGDECNINEHPFLVLVYYDEYQCGGTLINEEWVLTAAHCDGENMEIHLGMHSKKVPNKDRRRRVPKEKFFCDSSKNYTKWNKDIMLIRLNRPVRKSAHIAPLSLPSSPPSVGSVCRIMGWGTISPTEETYPDVPHCANINLLDYEVCRAAYPELPATSRTLCAGILEGGKDSCGGDSGGPLICNGQFQGIVSWGGDPCAQPHEPGSYTNVFDHLDWIKGIIAGNTDATCPL, which amino acid positions are active epitope sites? The epitope positions are: [87, 88, 89, 90, 91, 92, 93, 94, 95, 96, 97, 98, 99, 100, 101, 102, 103, 104, 105, 106... (33 total positions)]. The amino acids at these positions are: LIRLNRPVRKSAHIAPLSLPSSPPSVGSVC.... (2) Given the antigen sequence: MVSIAFYGGIPGGISTPITQQSEKSKCEENTMFQPYCYNNDSKNSMAESKEARDQEMNLKEESKEEKRRNDWWKIGMFLLCLAGTTGGILWWYEGLPQQHYIGLVAIGGRLNGSGQSNAIECWGSFPGCRPFQNYFSYETNRSMHMDNNTATLLEAYHREITFIYKSSCTDSDHCQEYQCKKVNLNSSDSSNPVRVEDVMNTTEYWGFKWLECNQTENFKTILVPENEMVNINDTDTWIPKGCNETWARVKRCPIDILYGIHPIRLCVQPPFFLVQEKGIANTSRIGNCGPTIFLGVLEDNKGVVRGNYTACNVSRLKINRKDYTGIYQVPIFYTCNFTNITSCNNEPIISVIMYETNQVQYLLCNNNNSNNYNCVVQSFGVIGQAHLELPRPNKRIRNQSFNQYNCSINNKTELETWKLVKTSGITPLPISSEANTGLIRHKRDFGISAIVAAIVAATAIAASATMSYVALTEVNKIMEVQNHTFEVENSTLNGMDLIE..., which amino acid positions are active epitope sites? The epitope positions are: [158, 159, 160, 161, 162, 163, 164, 165, 166, 167, 168, 169, 170, 171, 172, 173]. The amino acids at these positions are: REITFIYKSSCTDSDH. (3) Given the antigen sequence: DDHGYISREFHRRYRLPSNVDQSALSCSLSADGMLTFCGPKIQTGLDATHAERAIPVSREEKPTSAPSS, which amino acid positions are active epitope sites? The epitope positions are: [10, 11, 12, 13, 14, 15, 16, 17, 18, 19, 20, 21, 22, 23, 24]. The amino acids at these positions are: HRRYRLPSNVDQSAL. (4) Given the antigen sequence: AKQDYYEILGVSKTAEEREIRKAYKRLAMKYHPDRNQGDKEAEAKFKEIKEAYEVLTDSQKRAAYDQYGHAAFEQGG, which amino acid positions are active epitope sites? The epitope positions are: [59, 60, 61, 62, 63, 64, 65, 66, 67, 68, 69, 70, 71, 72, 73]. The amino acids at these positions are: QKRAAYDQYGHAAFE.